From a dataset of Full USPTO retrosynthesis dataset with 1.9M reactions from patents (1976-2016). Predict the reactants needed to synthesize the given product. Given the product [N:24]1[C:16]([C:15]2[C:10]([NH:9][C:8]3[C:3]([F:2])=[C:4]([NH:32][S:33]([C:36]4[CH:41]=[CH:40][CH:39]=[CH:38][CH:37]=4)(=[O:34])=[O:35])[CH:5]=[CH:6][C:7]=3[F:31])=[N:11][CH:12]=[CH:13][CH:14]=2)=[C:17]2[C:21]([NH:20][CH:19]=[N:18]2)=[N:22][CH:23]=1, predict the reactants needed to synthesize it. The reactants are: Cl.[F:2][C:3]1[C:8]([NH:9][C:10]2[C:15]([C:16]3[N:24]=[CH:23][N:22]=[C:21]4[C:17]=3[N:18]=[CH:19][N:20]4C3CCCCO3)=[CH:14][CH:13]=[CH:12][N:11]=2)=[C:7]([F:31])[CH:6]=[CH:5][C:4]=1[NH:32][S:33]([C:36]1[CH:41]=[CH:40][CH:39]=[CH:38][CH:37]=1)(=[O:35])=[O:34].